This data is from CYP3A4 inhibition data for predicting drug metabolism from PubChem BioAssay. The task is: Regression/Classification. Given a drug SMILES string, predict its absorption, distribution, metabolism, or excretion properties. Task type varies by dataset: regression for continuous measurements (e.g., permeability, clearance, half-life) or binary classification for categorical outcomes (e.g., BBB penetration, CYP inhibition). Dataset: cyp3a4_veith. (1) The result is 1 (inhibitor). The molecule is COc1ccccc1-c1nc(NCc2ccccc2)c2ccccc2n1. (2) The compound is O=c1onc(-c2cccs2)n1Cc1ccccc1. The result is 0 (non-inhibitor). (3) The drug is Cc1ccc(NC(=O)N(Cc2ccco2)C(C)c2ccco2)cc1C. The result is 1 (inhibitor). (4) The compound is COC(=O)c1ccc(C(=O)OC)c(NC(=S)N2CCN(c3ccccc3)CC2)c1. The result is 1 (inhibitor). (5) The result is 1 (inhibitor). The drug is CCCC[C@@H]1C[C@H]1C(NC(=O)c1ccco1)c1ccccc1C(F)(F)F.